This data is from Forward reaction prediction with 1.9M reactions from USPTO patents (1976-2016). The task is: Predict the product of the given reaction. (1) Given the reactants C([C:3]1[CH:4]=[C:5]([CH:9]=[C:10]([CH3:12])[CH:11]=1)[C:6]([OH:8])=[O:7])#N.[C:13](Cl)(=O)[C:14](Cl)=O.[CH:19]1(CC2C(C)=NC(OC)=C(C(C)C)C=2C(C2C=C(C=C(C)C=2)C#N)=O)[CH2:21][CH2:20]1.BrC1C(C(C)C)=C([O:56]C)N=C(C)C=1CC1CC1.C([Li])CCC.[Cu]C#N.[Cl-].[Li+].C(C1C=C(C=C(C)C=1)C(Cl)=O)#N, predict the reaction product. The product is: [CH2:13]([O:8][C:6](=[O:7])[CH:5]([CH:19]([CH3:21])[CH3:20])[C:4](=[O:56])[CH2:3][CH2:11][CH:10]1[CH2:9][CH2:12]1)[CH3:14]. (2) Given the reactants [CH2:1]([O:3][C:4]([C:6]1[N:7]=[C:8](O)[C:9]2[CH:15]=[CH:14][C:13]([C:16]3[C:21]([CH3:22])=[CH:20][CH:19]=[CH:18][N:17]=3)=[N:12][C:10]=2[N:11]=1)=[O:5])[CH3:2].S(Cl)([Cl:26])=O, predict the reaction product. The product is: [CH2:1]([O:3][C:4]([C:6]1[N:7]=[C:8]([Cl:26])[C:9]2[CH:15]=[CH:14][C:13]([C:16]3[C:21]([CH3:22])=[CH:20][CH:19]=[CH:18][N:17]=3)=[N:12][C:10]=2[N:11]=1)=[O:5])[CH3:2]. (3) Given the reactants [Cl:1][C:2]1[CH:3]=[C:4]([N:9]2[C:14](=[O:15])[C:13]([CH2:16][CH2:17][CH:18]([CH3:20])[CH3:19])=[C:12]([C:21]3[CH:26]=[CH:25][C:24]([S:27](C)(=[O:29])=[O:28])=[CH:23][CH:22]=3)[CH:11]=[N:10]2)[CH:5]=[CH:6][C:7]=1[F:8].[NH3:31], predict the reaction product. The product is: [Cl:1][C:2]1[CH:3]=[C:4]([N:9]2[C:14](=[O:15])[C:13]([CH2:16][CH2:17][CH:18]([CH3:20])[CH3:19])=[C:12]([C:21]3[CH:26]=[CH:25][C:24]([S:27]([NH2:31])(=[O:29])=[O:28])=[CH:23][CH:22]=3)[CH:11]=[N:10]2)[CH:5]=[CH:6][C:7]=1[F:8]. (4) Given the reactants C(=O)([O-])[O-].[K+].[K+].C([O:10][CH2:11][CH2:12][CH2:13][N:14]1[C:26]2[C:25]3[N:24]=[CH:23][CH:22]=[CH:21][C:20]=3[N:19]=[CH:18][C:17]=2[N:16]=[CH:15]1)(=O)C, predict the reaction product. The product is: [N:14]1([CH2:13][CH2:12][CH2:11][OH:10])[C:26]2[C:25]3[N:24]=[CH:23][CH:22]=[CH:21][C:20]=3[N:19]=[CH:18][C:17]=2[N:16]=[CH:15]1. (5) Given the reactants [Cl:1][C:2]1[CH:3]=[C:4](O)[N:5]=[N:6][CH:7]=1.[CH:9]([B-](F)(F)F)=[CH2:10].[K+].[F-].[Cs+], predict the reaction product. The product is: [Cl:1][C:2]1[CH:3]=[C:4]([CH:9]=[CH2:10])[N:5]=[N:6][CH:7]=1. (6) Given the reactants CO[CH:3](OC)[CH2:4][NH:5][C:6]([NH:8][CH:9]1[CH2:14][CH2:13][N:12]([C:15]([O:17][CH2:18][C:19]2[CH:24]=[CH:23][CH:22]=[CH:21][CH:20]=2)=[O:16])[CH2:11][CH2:10]1)=[O:7].Cl, predict the reaction product. The product is: [O:7]=[C:6]1[NH:5][CH:4]=[CH:3][N:8]1[CH:9]1[CH2:10][CH2:11][N:12]([C:15]([O:17][CH2:18][C:19]2[CH:20]=[CH:21][CH:22]=[CH:23][CH:24]=2)=[O:16])[CH2:13][CH2:14]1. (7) Given the reactants [F:1][C:2]1[CH:7]=[CH:6][C:5]([C:8]2[CH:13]=[CH:12][N:11]=[CH:10][C:9]=2[NH:14][CH2:15][CH2:16][S:17]([CH3:20])(=[O:19])=[O:18])=[C:4]([O:21][CH3:22])[CH:3]=1.[F:23][C:24]([F:39])([F:38])[C:25]1[CH:26]=[C:27]([CH:31]=[C:32]([C:34]([F:37])([F:36])[F:35])[N:33]=1)[C:28](O)=[O:29], predict the reaction product. The product is: [F:1][C:2]1[CH:7]=[CH:6][C:5]([C:8]2[CH:13]=[CH:12][N:11]=[CH:10][C:9]=2[N:14]([CH2:15][CH2:16][S:17]([CH3:20])(=[O:18])=[O:19])[C:28](=[O:29])[C:27]2[CH:31]=[C:32]([C:34]([F:35])([F:36])[F:37])[N:33]=[C:25]([C:24]([F:39])([F:23])[F:38])[CH:26]=2)=[C:4]([O:21][CH3:22])[CH:3]=1.